This data is from Full USPTO retrosynthesis dataset with 1.9M reactions from patents (1976-2016). The task is: Predict the reactants needed to synthesize the given product. (1) The reactants are: C(OC([N:8]1[CH2:38][CH2:37][C:11]2([O:15][C:14](=[O:16])[N:13]([CH2:17][C:18]3[CH:23]=[CH:22][C:21]([O:24][CH2:25][CH:26]([CH3:28])[CH3:27])=[CH:20][CH:19]=3)[CH:12]2[CH2:29][C:30]2[CH:35]=[CH:34][C:33]([F:36])=[CH:32][CH:31]=2)[CH2:10][CH2:9]1)=O)(C)(C)C.[NH:39]1[CH2:44][CH2:43][O:42][CH2:41][CH2:40]1.[Cl:45][CH2:46][CH2:47][CH2:48]I.C(=O)([O-])[O-].[K+].[K+].[I-].[Na+]. Given the product [ClH:45].[ClH:45].[F:36][C:33]1[CH:32]=[CH:31][C:30]([CH2:29][CH:12]2[C:11]3([CH2:37][CH2:38][N:8]([CH2:46][CH2:47][CH2:48][N:39]4[CH2:44][CH2:43][O:42][CH2:41][CH2:40]4)[CH2:9][CH2:10]3)[O:15][C:14](=[O:16])[N:13]2[CH2:17][C:18]2[CH:23]=[CH:22][C:21]([O:24][CH2:25][CH:26]([CH3:27])[CH3:28])=[CH:20][CH:19]=2)=[CH:35][CH:34]=1, predict the reactants needed to synthesize it. (2) The reactants are: Cl[C:2]1[N:7]=[C:6]([C:8]2[S:9][CH:10]=[CH:11][CH:12]=2)[CH:5]=[CH:4][N:3]=1.[NH:13]1[CH2:18][CH2:17][NH:16][CH2:15][CH2:14]1. Given the product [N:13]1([C:2]2[N:7]=[C:6]([C:8]3[S:9][CH:10]=[CH:11][CH:12]=3)[CH:5]=[CH:4][N:3]=2)[CH2:18][CH2:17][NH:16][CH2:15][CH2:14]1, predict the reactants needed to synthesize it. (3) Given the product [C:22]([C:24]1[CH:25]=[C:26]([CH:29]=[CH:30][CH:31]=1)[CH2:27][N:13]1[CH2:12][CH2:11][N:10]([C:7]2[CH:6]=[CH:5][C:4]([N+:1]([O-:3])=[O:2])=[CH:9][N:8]=2)[CH2:15][CH2:14]1)#[N:23], predict the reactants needed to synthesize it. The reactants are: [N+:1]([C:4]1[CH:5]=[CH:6][C:7]([N:10]2[CH2:15][CH2:14][NH:13][CH2:12][CH2:11]2)=[N:8][CH:9]=1)([O-:3])=[O:2].C(=O)([O-])[O-].[K+].[K+].[C:22]([C:24]1[CH:25]=[C:26]([CH:29]=[CH:30][CH:31]=1)[CH2:27]Br)#[N:23]. (4) Given the product [Cl:32][C:33]1[CH:38]=[CH:37][C:36]([S:39]([N:42]([CH2:43][C:44]2[CH:49]=[CH:48][C:47]([C:50]#[N:51])=[CH:46][CH:45]=2)[CH2:54][N:55]2[C:64]3[C:59](=[CH:60][CH:61]=[CH:62][CH:63]=3)[CH:58]=[CH:57][CH2:56]2)(=[O:40])=[O:41])=[CH:35][CH:34]=1, predict the reactants needed to synthesize it. The reactants are: COC1C=C(C=CC=1)CN(CC1C=CC(C(OC)=O)=CC=1)S(C1C=CC(Cl)=CC=1)(=O)=O.[Cl:32][C:33]1[CH:38]=[CH:37][C:36]([S:39]([NH:42][CH2:43][C:44]2[CH:49]=[CH:48][C:47]([C:50]#[N:51])=[CH:46][CH:45]=2)(=[O:41])=[O:40])=[CH:35][CH:34]=1.Br.Br[CH2:54][N:55]1[C:64]2[C:59](=[CH:60][CH:61]=[CH:62][CH:63]=2)[CH:58]=[CH:57][CH2:56]1. (5) Given the product [OH:8][C:9]1[CH:14]=[C:13]([CH2:33][CH2:32][CH2:31][CH2:30][C:34]2[CH:39]=[CH:38][CH:37]=[CH:36][CH:35]=2)[CH:12]=[CH:11][C:10]=1[N:16]1[S:20](=[O:21])(=[O:22])[NH:19][C:18](=[O:29])[CH2:17]1, predict the reactants needed to synthesize it. The reactants are: C([O:8][C:9]1[CH:14]=[C:13](I)[CH:12]=[CH:11][C:10]=1[N:16]1[S:20](=[O:22])(=[O:21])[N:19](CC[Si](C)(C)C)[C:18](=[O:29])[CH2:17]1)C1C=CC=CC=1.[CH2:30]([C:34]1[CH:39]=[CH:38][CH:37]=[CH:36][CH:35]=1)[CH2:31][CH:32]=[CH2:33].